The task is: Predict the reaction yield, written as a fraction of the theoretical maximum amount of product (1.0 means a 100% yield; for example, 0.34 means a 34% yield).. This data is from Reaction yield outcomes from USPTO patents with 853,638 reactions. (1) The reactants are [Cl:1][C:2]1[N:7]=[C:6]([C:8]2[S:12][C:11]([N:13]3[CH2:18][CH2:17][O:16][CH2:15][CH2:14]3)=[N:10][C:9]=2[C:19]2[C:20]([F:26])=[C:21]([CH:23]=[CH:24][CH:25]=2)[NH2:22])[CH:5]=[CH:4][N:3]=1.[N:27]1([S:33](Cl)(=[O:35])=[O:34])[CH2:32][CH2:31][CH2:30][CH2:29][CH2:28]1. No catalyst specified. The product is [Cl:1][C:2]1[N:7]=[C:6]([C:8]2[S:12][C:11]([N:13]3[CH2:14][CH2:15][O:16][CH2:17][CH2:18]3)=[N:10][C:9]=2[C:19]2[C:20]([F:26])=[C:21]([NH:22][S:33]([N:27]3[CH2:32][CH2:31][CH2:30][CH2:29][CH2:28]3)(=[O:35])=[O:34])[CH:23]=[CH:24][CH:25]=2)[CH:5]=[CH:4][N:3]=1. The yield is 0.290. (2) The reactants are [F:1][C:2]1[CH:3]=[C:4]([N+:10]([O-:12])=[O:11])[CH:5]=[C:6]([F:9])[C:7]=1F.P([O-])([O-])([O-])=O.[K+].[K+].[K+].[C:21]1([CH:27]2[CH2:32][CH2:31][NH:30][CH2:29][CH2:28]2)[CH:26]=[CH:25][CH:24]=[CH:23][CH:22]=1. The catalyst is CS(C)=O. The product is [F:9][C:6]1[CH:5]=[C:4]([N+:10]([O-:12])=[O:11])[CH:3]=[C:2]([F:1])[C:7]=1[N:30]1[CH2:31][CH2:32][CH:27]([C:21]2[CH:26]=[CH:25][CH:24]=[CH:23][CH:22]=2)[CH2:28][CH2:29]1. The yield is 0.950. (3) The reactants are [NH2:1][C:2]1[CH:7]=[CH:6][C:5]([CH:8]([CH2:17][CH:18]2[CH2:22][CH2:21][CH2:20][CH2:19]2)[C:9]([NH:11][C:12]2[S:13][CH:14]=[CH:15][N:16]=2)=[O:10])=[CH:4][CH:3]=1.C(N(CC)C(C)C)(C)C.[N+:32]([C:35]1[CH:43]=[CH:42][C:38]([C:39](Cl)=[O:40])=[CH:37][CH:36]=1)([O-:34])=[O:33]. The catalyst is O1CCCC1. The product is [CH:18]1([CH2:17][CH:8]([C:5]2[CH:4]=[CH:3][C:2]([NH:1][C:39](=[O:40])[C:38]3[CH:37]=[CH:36][C:35]([N+:32]([O-:34])=[O:33])=[CH:43][CH:42]=3)=[CH:7][CH:6]=2)[C:9](=[O:10])[NH:11][C:12]2[S:13][CH:14]=[CH:15][N:16]=2)[CH2:22][CH2:21][CH2:20][CH2:19]1. The yield is 0.793. (4) The reactants are Br[C:2]1[CH:3]=[CH:4][CH:5]=[C:6]2[C:10]=1[NH:9][CH:8]=[CH:7]2.[C:11]1(B(O)O)[CH:16]=[CH:15][CH:14]=[CH:13][CH:12]=1.C(=O)([O-])[O-].[K+].[K+].ClCCl. The catalyst is O1CCOCC1.O.C1C=CC(P(C2C=CC=CC=2)[C-]2C=CC=C2)=CC=1.C1C=CC(P(C2C=CC=CC=2)[C-]2C=CC=C2)=CC=1.Cl[Pd]Cl.[Fe+2]. The product is [C:11]1([C:2]2[CH:3]=[CH:4][CH:5]=[C:6]3[C:10]=2[NH:9][CH:8]=[CH:7]3)[CH:16]=[CH:15][CH:14]=[CH:13][CH:12]=1. The yield is 0.930. (5) The reactants are [NH:1]1[C:5](=[O:6])[CH2:4][CH2:3][C@H:2]1[C:7]([OH:9])=[O:8].O.[C:11]1(C)[CH:16]=CC(S(O)(=O)=O)=C[CH:12]=1. The catalyst is C(O)(C)C.CCOCC. The product is [NH:1]1[C:5](=[O:6])[CH2:4][CH2:3][C@H:2]1[C:7]([O:9][CH:11]([CH3:16])[CH3:12])=[O:8]. The yield is 0.960. (6) The reactants are [Cl-].O[NH3+:3].[C:4](=[O:7])([O-])[OH:5].[Na+].CS(C)=O.[Si]([O:20][C:21]1([CH2:24][O:25][C@H:26]2[CH2:31][CH2:30][C@H:29]([N:32]3[C:37](=[O:38])[C:36]([CH2:39][C:40]4[CH:45]=[CH:44][C:43]([C:46]5[C:47]([C:52]#[N:53])=[CH:48][CH:49]=[CH:50][CH:51]=5)=[CH:42][CH:41]=4)=[C:35]([CH2:54][CH2:55][CH3:56])[N:34]4[N:57]=[C:58]([CH3:60])[N:59]=[C:33]34)[CH2:28][CH2:27]2)[CH2:23][CH2:22]1)(C(C)(C)C)(C)C. The catalyst is O.C(OCC)(=O)C. The product is [OH:20][C:21]1([CH2:24][O:25][C@H:26]2[CH2:27][CH2:28][C@H:29]([N:32]3[C:37](=[O:38])[C:36]([CH2:39][C:40]4[CH:41]=[CH:42][C:43]([C:46]5[CH:51]=[CH:50][CH:49]=[CH:48][C:47]=5[C:52]5[NH:3][C:4](=[O:7])[O:5][N:53]=5)=[CH:44][CH:45]=4)=[C:35]([CH2:54][CH2:55][CH3:56])[N:34]4[N:57]=[C:58]([CH3:60])[N:59]=[C:33]34)[CH2:30][CH2:31]2)[CH2:23][CH2:22]1. The yield is 0.350. (7) The reactants are [F:1][C:2]1[CH:8]=[CH:7][C:5]([NH2:6])=[CH:4][CH:3]=1.I[C:10]1[CH:15]=[CH:14][C:13]([O:16][CH3:17])=[CH:12][CH:11]=1.C([O-])([O-])=O.[K+].[K+].N1CCC[C@H]1C(O)=O. The catalyst is [Cu]I.CCOC(C)=O.O.CS(C)=O. The product is [F:1][C:2]1[CH:8]=[CH:7][C:5]([NH:6][C:10]2[CH:15]=[CH:14][C:13]([O:16][CH3:17])=[CH:12][CH:11]=2)=[CH:4][CH:3]=1. The yield is 0.778.